This data is from Forward reaction prediction with 1.9M reactions from USPTO patents (1976-2016). The task is: Predict the product of the given reaction. (1) Given the reactants [C:1]([C:5]1[CH:10]=[CH:9][C:8]([C:11]2[S:12][C:13]([CH2:16]O)=[CH:14][N:15]=2)=[CH:7][CH:6]=1)([CH3:4])([CH3:3])[CH3:2].C(Br)(Br)(Br)[Br:19].C1(P(C2C=CC=CC=2)C2C=CC=CC=2)C=CC=CC=1, predict the reaction product. The product is: [Br:19][CH2:16][C:13]1[S:12][C:11]([C:8]2[CH:9]=[CH:10][C:5]([C:1]([CH3:4])([CH3:3])[CH3:2])=[CH:6][CH:7]=2)=[N:15][CH:14]=1. (2) Given the reactants [O:1]=[C:2]1[NH:7][C:6]2[CH:8]=[C:9]([CH2:12][N:13]3[CH2:18][CH2:17][N:16]([C:19]4[CH:27]=[CH:26][C:22]([C:23]([OH:25])=O)=[CH:21][CH:20]=4)[CH2:15][CH2:14]3)[CH:10]=[N:11][C:5]=2[N:4]2[CH2:28][CH2:29][CH2:30][C@@H:3]12.[CH:31]1([NH2:34])[CH2:33][CH2:32]1.CCN(C(C)C)C(C)C.CN(C(ON1N=NC2C=CC=NC1=2)=[N+](C)C)C.F[P-](F)(F)(F)(F)F, predict the reaction product. The product is: [CH:31]1([NH:34][C:23](=[O:25])[C:22]2[CH:26]=[CH:27][C:19]([N:16]3[CH2:17][CH2:18][N:13]([CH2:12][C:9]4[CH:10]=[N:11][C:5]5[N:4]6[CH2:28][CH2:29][CH2:30][C@H:3]6[C:2](=[O:1])[NH:7][C:6]=5[CH:8]=4)[CH2:14][CH2:15]3)=[CH:20][CH:21]=2)[CH2:33][CH2:32]1. (3) Given the reactants [NH2:1][C:2]1[CH:10]=[C:9]2[C:5]([CH:6]=[CH:7][N:8]2[CH2:11][C:12]#[N:13])=[CH:4][CH:3]=1.Br[CH2:15][C:16]1[CH:26]=[CH:25][C:24]([O:27][CH3:28])=[CH:23][C:17]=1[C:18](OCC)=[O:19].C(N(C(C)C)CC)(C)C, predict the reaction product. The product is: [CH3:28][O:27][C:24]1[CH:23]=[C:17]2[C:16]([CH2:15][N:1]([C:2]3[CH:10]=[C:9]4[C:5]([CH:6]=[CH:7][N:8]4[CH2:11][C:12]#[N:13])=[CH:4][CH:3]=3)[C:18]2=[O:19])=[CH:26][CH:25]=1. (4) Given the reactants [CH2:1]([N+:5](CCCC)(CCCC)CCCC)[CH2:2]CC.P([O:33][CH2:34][C@@H:35]1[C@@H:39](OP([O:33][CH2:34][C@@H:35]2[C@@H:39](O)[C@@H:38](O)[C@H:37](N3C=NC4C3=NC=NC=4N)[O:36]2)(O)=O)[CH2:38][C@H:37](N2C=[CH:2][C:1]([NH2:5])=NC2=O)[O:36]1)(O)(O)=O.N1C=CN=C1.C(O)(=[O:67])C, predict the reaction product. The product is: [CH2:37]([O:36][CH2:35][C:34]([O:33][CH2:2][C:1]#[N:5])=[O:67])[CH:38]=[CH2:39]. (5) Given the reactants C[O:2][C:3]1[C:8]([N+:9]([O-])=O)=[CH:7][N:6]=[C:5]([CH2:12][N:13]2C(=O)C3C(=CC=CC=3)C2=O)[CH:4]=1.Br, predict the reaction product. The product is: [NH2:9][C:8]1[C:3]([OH:2])=[CH:4][C:5]([CH2:12][NH2:13])=[N:6][CH:7]=1. (6) The product is: [CH3:41][N:42]([CH3:47])[C:43]([CH2:44][N:30]([C:27]1[CH:26]=[CH:25][C:24]([NH:23]/[C:16](=[C:6]2\[C:5](=[O:40])[NH:4][C:12]3[C:7]\2=[CH:8][C:9]([N+:13]([O-:15])=[O:14])=[CH:10][CH:11]=3)/[C:17]2[CH:22]=[CH:21][CH:20]=[CH:19][CH:18]=2)=[CH:29][CH:28]=1)[S:31]([C:34]1[CH:35]=[CH:36][CH:37]=[CH:38][CH:39]=1)(=[O:33])=[O:32])=[O:46]. Given the reactants C([N:4]1[C:12]2[C:7](=[CH:8][C:9]([N+:13]([O-:15])=[O:14])=[CH:10][CH:11]=2)/[C:6](=[C:16](/[NH:23][C:24]2[CH:29]=[CH:28][C:27]([NH:30][S:31]([C:34]3[CH:39]=[CH:38][CH:37]=[CH:36][CH:35]=3)(=[O:33])=[O:32])=[CH:26][CH:25]=2)\[C:17]2[CH:22]=[CH:21][CH:20]=[CH:19][CH:18]=2)/[C:5]1=[O:40])(=O)C.[CH3:41][N:42]([CH3:47])[C:43](=[O:46])[CH2:44]Br.CC(C)([O-])C.[K+].[OH-].[Na+], predict the reaction product.